From a dataset of Peptide-MHC class I binding affinity with 185,985 pairs from IEDB/IMGT. Regression. Given a peptide amino acid sequence and an MHC pseudo amino acid sequence, predict their binding affinity value. This is MHC class I binding data. (1) The peptide sequence is VLVGVVTLY. The MHC is HLA-A26:01 with pseudo-sequence HLA-A26:01. The binding affinity (normalized) is 0.120. (2) The peptide sequence is LMVDSFDPV. The MHC is HLA-A68:02 with pseudo-sequence HLA-A68:02. The binding affinity (normalized) is 0.548. (3) The peptide sequence is YVSSSYKDI. The MHC is HLA-A02:06 with pseudo-sequence HLA-A02:06. The binding affinity (normalized) is 0.102. (4) The peptide sequence is YLGPTIRVW. The MHC is HLA-A30:01 with pseudo-sequence HLA-A30:01. The binding affinity (normalized) is 0. (5) The binding affinity (normalized) is 0.213. The peptide sequence is YMKKRYEEF. The MHC is HLA-B15:42 with pseudo-sequence HLA-B15:42. (6) The peptide sequence is AGFVAGLTY. The MHC is HLA-A26:01 with pseudo-sequence HLA-A26:01. The binding affinity (normalized) is 0. (7) The peptide sequence is YVWWAAVIY. The MHC is HLA-A02:16 with pseudo-sequence HLA-A02:16. The binding affinity (normalized) is 0.0847. (8) The peptide sequence is EEEVRRRLTA. The MHC is Mamu-A11 with pseudo-sequence Mamu-A11. The binding affinity (normalized) is 0. (9) The peptide sequence is SYGCPTNPF. The MHC is HLA-B57:01 with pseudo-sequence HLA-B57:01. The binding affinity (normalized) is 0.213. (10) The peptide sequence is ITFHGAKEIA. The MHC is HLA-A68:02 with pseudo-sequence HLA-A68:02. The binding affinity (normalized) is 0.340.